Dataset: Retrosynthesis with 50K atom-mapped reactions and 10 reaction types from USPTO. Task: Predict the reactants needed to synthesize the given product. (1) Given the product CCC1(CNc2nc(O)ccc2F)CCOCC1, predict the reactants needed to synthesize it. The reactants are: CCC1(CNc2nc(OC)ccc2F)CCOCC1. (2) The reactants are: Nc1cnccn1.O=C(Br)CBr. Given the product O=C(CBr)Nc1cnccn1, predict the reactants needed to synthesize it. (3) Given the product Cc1ccc(S(=O)(=O)n2ccc3c(NC(C)C)nc(I)nc32)cc1, predict the reactants needed to synthesize it. The reactants are: CC(C)N.Cc1ccc(S(=O)(=O)n2ccc3c(Cl)nc(I)nc32)cc1.